This data is from Forward reaction prediction with 1.9M reactions from USPTO patents (1976-2016). The task is: Predict the product of the given reaction. (1) Given the reactants [NH:1]1[CH2:6][CH2:5][CH:4]([CH:7]2[CH2:12][CH2:11][NH:10][CH2:9][CH2:8]2)[CH2:3][CH2:2]1.[CH3:13][C:14]([O:17][C:18](ON=C(C1C=CC=CC=1)C#N)=[O:19])([CH3:16])[CH3:15].C([O-])([O-])=O.[K+].[K+], predict the reaction product. The product is: [N:1]1([C:18]([O:17][C:14]([CH3:16])([CH3:15])[CH3:13])=[O:19])[CH2:6][CH2:5][CH:4]([CH:7]2[CH2:12][CH2:11][NH:10][CH2:9][CH2:8]2)[CH2:3][CH2:2]1. (2) Given the reactants [OH:1][CH:2]([C:4]1[CH:5]=[C:6]([C:12]2[CH:17]=[CH:16][C:15]([C:18]#[N:19])=[CH:14][CH:13]=2)[CH:7]=[CH:8][C:9]=1[O:10][CH3:11])[CH3:3].[Cr](O[Cr]([O-])(=O)=O)([O-])(=O)=O.[NH+]1C=CC=CC=1.[NH+]1C=CC=CC=1, predict the reaction product. The product is: [C:2]([C:4]1[CH:5]=[C:6]([C:12]2[CH:17]=[CH:16][C:15]([C:18]#[N:19])=[CH:14][CH:13]=2)[CH:7]=[CH:8][C:9]=1[O:10][CH3:11])(=[O:1])[CH3:3]. (3) Given the reactants N(C(OCC)=O)=NC(OCC)=O.[CH3:13][O:14][C:15]([C@@H:17]1[C@@H:21]([OH:22])[CH2:20][CH2:19][N:18]1[C:23]([O:25][C:26]([CH3:29])([CH3:28])[CH3:27])=[O:24])=[O:16].C1(P(C2C=CC=CC=2)C2C=CC=CC=2)C=CC=CC=1.[C:49](O)(=[O:56])[C:50]1[CH:55]=[CH:54][CH:53]=[CH:52][CH:51]=1.C(=O)(O)[O-].[Na+], predict the reaction product. The product is: [C:49]([O:22][C@@H:21]1[CH2:20][CH2:19][N:18]([C:23]([O:25][C:26]([CH3:29])([CH3:28])[CH3:27])=[O:24])[C@@H:17]1[C:15]([O:14][CH3:13])=[O:16])(=[O:56])[C:50]1[CH:55]=[CH:54][CH:53]=[CH:52][CH:51]=1. (4) Given the reactants [CH3:1][O:2][C:3]1[CH:29]=[CH:28][C:6]([CH2:7][C@@H:8]([C:24]([O:26]C)=[O:25])[NH:9][C:10](=[O:23])[CH:11]=[CH:12][C:13]2[CH:18]=[CH:17][CH:16]=[CH:15][C:14]=2[C:19]([F:22])([F:21])[F:20])=[CH:5][CH:4]=1.[OH-].[Na+], predict the reaction product. The product is: [CH3:1][O:2][C:3]1[CH:29]=[CH:28][C:6]([CH2:7][C@@H:8]([C:24]([OH:26])=[O:25])[NH:9][C:10](=[O:23])[CH:11]=[CH:12][C:13]2[CH:18]=[CH:17][CH:16]=[CH:15][C:14]=2[C:19]([F:21])([F:20])[F:22])=[CH:5][CH:4]=1.